This data is from Forward reaction prediction with 1.9M reactions from USPTO patents (1976-2016). The task is: Predict the product of the given reaction. Given the reactants [CH3:1][O:2][C:3](=[O:11])[C:4]1[CH:9]=[CH:8][CH:7]=[N:6][C:5]=1Cl.[CH2:12]=[CH:13][C:14]1[CH:19]=[CH:18][CH:17]=[CH:16][CH:15]=1.C([O-])(=O)C.[Na+].C1(P(C2C=CC=CC=2)C2C=CC=CC=2)C=CC=CC=1, predict the reaction product. The product is: [CH3:1][O:2][C:3](=[O:11])[C:4]1[CH:9]=[CH:8][CH:7]=[N:6][C:5]=1[CH:12]=[CH:13][C:14]1[CH:19]=[CH:18][CH:17]=[CH:16][CH:15]=1.